From a dataset of Full USPTO retrosynthesis dataset with 1.9M reactions from patents (1976-2016). Predict the reactants needed to synthesize the given product. (1) Given the product [CH3:29][O:30][C:31](=[O:41])[C:32]1[CH:33]=[CH:34][C:35]([NH:38][C:39]([N:9]2[CH2:10][C@@H:11]([CH2:23][C:24]([CH3:25])([CH3:27])[CH3:26])[C@@:12]([C:15]3[CH:20]=[CH:19][C:18]([Cl:21])=[CH:17][C:16]=3[F:22])([C:13]#[N:14])[C@H:8]2[C:4]2[CH:5]=[CH:6][CH:7]=[C:2]([Cl:1])[C:3]=2[F:28])=[O:40])=[CH:36][CH:37]=1, predict the reactants needed to synthesize it. The reactants are: [Cl:1][C:2]1[C:3]([F:28])=[C:4]([CH:8]2[C:12]([C:15]3[CH:20]=[CH:19][C:18]([Cl:21])=[CH:17][C:16]=3[F:22])([C:13]#[N:14])[CH:11]([CH2:23][C:24]([CH3:27])([CH3:26])[CH3:25])[CH2:10][NH:9]2)[CH:5]=[CH:6][CH:7]=1.[CH3:29][O:30][C:31](=[O:41])[C:32]1[CH:37]=[CH:36][C:35]([N:38]=[C:39]=[O:40])=[CH:34][CH:33]=1. (2) The reactants are: [CH3:1][O:2][C:3]1N=[CH:7][C:6]([N:9]2[CH2:14][CH2:13][CH:12]([N:15]3[CH2:19][CH2:18][C@@H:17]([NH:20][C:21](=[O:36])[CH2:22][NH:23][C:24](=[O:35])[C:25]4[CH:30]=[CH:29][CH:28]=[C:27]([C:31]([F:34])([F:33])[F:32])[CH:26]=4)[CH2:16]3)[CH2:11][CH2:10]2)=[CH:5][CH:4]=1.[O:37]1C2C=CC(N3CCC(=O)CC3)=CC=2O[CH2:38]1.COC1N=CC(N2CCC(=O)CC2)=CC=1. Given the product [O:2]1[C:3]2[CH:4]=[CH:5][C:6]([N:9]3[CH2:14][CH2:13][CH:12]([N:15]4[CH2:19][CH2:18][C@@H:17]([NH:20][C:21](=[O:36])[CH2:22][NH:23][C:24](=[O:35])[C:25]5[CH:30]=[CH:29][CH:28]=[C:27]([C:31]([F:33])([F:34])[F:32])[CH:26]=5)[CH2:16]4)[CH2:11][CH2:10]3)=[CH:7][C:38]=2[O:37][CH2:1]1, predict the reactants needed to synthesize it. (3) Given the product [ClH:49].[S:18]1[C:19]2[CH:25]=[CH:24][CH:23]=[CH:22][C:20]=2[N:21]=[C:17]1[O:16][C:13]1[CH:14]=[CH:15][C:10]([CH2:9][CH2:8][NH2:7])=[CH:11][CH:12]=1, predict the reactants needed to synthesize it. The reactants are: C(OC(=O)[NH:7][CH2:8][CH2:9][C:10]1[CH:15]=[CH:14][C:13]([O:16][C:17]2[S:18][C:19]3[CH:25]=[CH:24][CH:23]=[CH:22][C:20]=3[N:21]=2)=[CH:12][CH:11]=1)(C)(C)C.C(OC(=O)NCCC1C=CC(O)=CC=1)(C)(C)C.CC(C)=O.C(Cl)[Cl:49]. (4) Given the product [O:16]=[C:7]1[CH2:6][C:15]2[CH:14]=[C:13]([S:2]([Cl:1])(=[O:5])=[O:3])[CH:12]=[CH:11][C:10]=2[CH2:9][CH2:8]1, predict the reactants needed to synthesize it. The reactants are: [Cl:1][S:2]([OH:5])(=O)=[O:3].[CH2:6]1[C:15]2[C:10](=[CH:11][CH:12]=[CH:13][CH:14]=2)[CH2:9][CH2:8][C:7]1=[O:16]. (5) Given the product [NH2:9][C:5]1[CH:6]=[C:1]([NH:8][S:22]([CH2:21][C:15]2[CH:20]=[CH:19][CH:18]=[CH:17][CH:16]=2)(=[O:24])=[O:23])[CH:2]=[CH:3][CH:4]=1, predict the reactants needed to synthesize it. The reactants are: [C:1]1([NH2:8])[CH:6]=[CH:5][CH:4]=[CH:3][C:2]=1N.[N:9]1C=CC=CC=1.[C:15]1([CH2:21][S:22](Cl)(=[O:24])=[O:23])[CH:20]=[CH:19][CH:18]=[CH:17][CH:16]=1. (6) Given the product [C:21]([O:25][C:26]([NH:28][C@@H:29]([C:33]([N:17]1[CH2:18][CH2:19][CH2:20][N:14]([S:11]([C:6]2[C:5]3[CH:4]=[CH:3][N:2]=[CH:1][C:10]=3[CH:9]=[CH:8][CH:7]=2)(=[O:12])=[O:13])[CH2:15][CH2:16]1)=[O:34])[CH:30]([CH3:31])[CH3:32])=[O:27])([CH3:23])([CH3:24])[CH3:22], predict the reactants needed to synthesize it. The reactants are: [CH:1]1[C:10]2[CH:9]=[CH:8][CH:7]=[C:6]([S:11]([N:14]3[CH2:20][CH2:19][CH2:18][NH:17][CH2:16][CH2:15]3)(=[O:13])=[O:12])[C:5]=2[CH:4]=[CH:3][N:2]=1.[C:21]([O:25][C:26]([NH:28][C@@H:29]([C:33](O)=[O:34])[CH:30]([CH3:32])[CH3:31])=[O:27])([CH3:24])([CH3:23])[CH3:22]. (7) Given the product [Cl:17][C:18]1[CH:19]=[C:20]([NH:2][C:1]2[N:10]=[CH:9][N:8]=[C:7]3[NH:6][N:5]=[C:4]([O:13][CH2:14][CH2:15][OH:16])[C:3]=23)[CH:22]=[CH:23][C:24]=1[O:25][CH2:26][C:27]1[CH:32]=[CH:31][CH:30]=[CH:29][N:28]=1, predict the reactants needed to synthesize it. The reactants are: [C:1]([C:3]1[C:4]([O:13][CH2:14][CH2:15][OH:16])=[N:5][NH:6][C:7]=1[N:8]=[CH:9][N:10](C)C)#[N:2].[Cl:17][C:18]1[CH:19]=[C:20]([CH:22]=[CH:23][C:24]=1[O:25][CH2:26][C:27]1[CH:32]=[CH:31][CH:30]=[CH:29][N:28]=1)N. (8) Given the product [Br:8][C:9]1[CH:15]=[CH:14][C:12]([NH:13][C:1](=[O:6])[C:2]([CH3:5])([CH3:4])[CH3:3])=[C:11]([F:16])[CH:10]=1, predict the reactants needed to synthesize it. The reactants are: [C:1](Cl)(=[O:6])[C:2]([CH3:5])([CH3:4])[CH3:3].[Br:8][C:9]1[CH:15]=[CH:14][C:12]([NH2:13])=[C:11]([F:16])[CH:10]=1. (9) Given the product [CH3:6][O:7][C:8]1[C:13]2[N:14]=[C:15]([C:17]([F:20])([F:18])[F:19])[S:16][C:12]=2[C:11]([C:1](=[O:4])[CH2:2][CH3:3])=[CH:10][CH:9]=1, predict the reactants needed to synthesize it. The reactants are: [C:1](Cl)(=[O:4])[CH2:2][CH3:3].[CH3:6][O:7][C:8]1[C:13]2[N:14]=[C:15]([C:17]([F:20])([F:19])[F:18])[S:16][C:12]=2[CH:11]=[CH:10][CH:9]=1.O.